This data is from Reaction yield outcomes from USPTO patents with 853,638 reactions. The task is: Predict the reaction yield, written as a fraction of the theoretical maximum amount of product (1.0 means a 100% yield; for example, 0.34 means a 34% yield). (1) The reactants are [CH3:1][N:2]([CH3:22])[CH2:3][CH2:4][CH2:5][O:6][C:7]1[CH:12]=[CH:11][C:10]([N+:13]([O-])=O)=[CH:9][C:8]=1[C:16]1[N:17]([CH3:21])[N:18]=[CH:19][CH:20]=1.[H][H]. The catalyst is CO.[Pd]. The product is [CH3:22][N:2]([CH3:1])[CH2:3][CH2:4][CH2:5][O:6][C:7]1[CH:12]=[CH:11][C:10]([NH2:13])=[CH:9][C:8]=1[C:16]1[N:17]([CH3:21])[N:18]=[CH:19][CH:20]=1. The yield is 1.00. (2) The reactants are [Cl:1][C:2]1[CH:3]=[C:4]([C:8]2[C:13]([O:14][CH3:15])=[CH:12][CH:11]=[C:10]([C:16]([C:18]3[CH:23]=[CH:22][C:21]([NH:24]C(=O)C)=[CH:20][CH:19]=3)=[O:17])[C:9]=2[F:28])[CH:5]=[CH:6][CH:7]=1.Cl. The catalyst is C(O)C. The product is [ClH:1].[NH2:24][C:21]1[CH:22]=[CH:23][C:18]([C:16]([C:10]2[C:9]([F:28])=[C:8]([C:4]3[CH:5]=[CH:6][CH:7]=[C:2]([Cl:1])[CH:3]=3)[C:13]([O:14][CH3:15])=[CH:12][CH:11]=2)=[O:17])=[CH:19][CH:20]=1. The yield is 0.480. (3) The reactants are [O:1]([CH2:9][CH3:10])S(C(F)(F)F)(=O)=O.[C:11]1([C:17](C2C=CC=CC=2)(C2C=CC=CC=2)[N:18]2[CH:22]=[C:21](C(=O)C)[N:20]=[C:19]2[CH3:26])C=CC=CC=1. The catalyst is C(Cl)Cl. The product is [CH2:17]([N:18]1[C:22]([C:9](=[O:1])[CH3:10])=[CH:21][N:20]=[C:19]1[CH3:26])[CH3:11]. The yield is 0.880. (4) The reactants are [NH2:1][C@H:2]([C:7]([OH:9])=[O:8])[C:3]([SH:6])([CH3:5])[CH3:4].[OH-].[Na+].[CH3:12]I.Cl[C:15]([O:17][CH3:18])=[O:16]. The catalyst is CO. The product is [CH3:18][O:17][C:15]([NH:1][C@@H:2]([C:3]([CH3:5])([S:6][CH3:12])[CH3:4])[C:7]([OH:9])=[O:8])=[O:16]. The yield is 0.580. (5) The reactants are Cl[C:2]1[C:7]([N+:8]([O-:10])=[O:9])=[C:6]([CH3:11])[CH:5]=[C:4]([CH3:12])[N:3]=1.[NH2:13][C:14]1[CH:19]=[CH:18][C:17]([CH2:20][CH2:21][OH:22])=[CH:16][CH:15]=1. No catalyst specified. The product is [CH3:11][C:6]1[CH:5]=[C:4]([CH3:12])[N:3]=[C:2]([NH:13][C:14]2[CH:19]=[CH:18][C:17]([CH2:20][CH2:21][OH:22])=[CH:16][CH:15]=2)[C:7]=1[N+:8]([O-:10])=[O:9]. The yield is 0.800. (6) The product is [C:1]([O:4][CH2:5][C@H:6]([NH:21][C:22]([O:24][CH2:25][C:26]1[CH:27]=[CH:28][CH:29]=[CH:30][CH:31]=1)=[O:23])[C:7]([N:9]1[CH2:13][CH2:12][CH2:11][C@H:10]1[C:14]([OH:16])=[O:15])=[O:8])(=[O:3])[CH3:2]. The catalyst is C(Cl)Cl.O. The yield is 0.920. The reactants are [C:1]([O:4][CH2:5][C@H:6]([NH:21][C:22]([O:24][CH2:25][C:26]1[CH:31]=[CH:30][CH:29]=[CH:28][CH:27]=1)=[O:23])[C:7]([N:9]1[CH2:13][CH2:12][CH2:11][C@H:10]1[C:14]([O:16]C(C)(C)C)=[O:15])=[O:8])(=[O:3])[CH3:2].C(O)(C(F)(F)F)=O.C(Cl)Cl. (7) The catalyst is C(O)C. The reactants are [CH2:1]([O:8][C:9]([NH:11][C:12]([CH2:23][CH2:24][CH:25]=[CH2:26])([C:18]([O:20]CC)=[O:19])[C:13]([O:15][CH2:16][CH3:17])=[O:14])=[O:10])[C:2]1[CH:7]=[CH:6][CH:5]=[CH:4][CH:3]=1.[OH-].[K+].CC(O)=O. The product is [CH2:1]([O:8][C:9]([NH:11][C:12]([C:13]([O:15][CH2:16][CH3:17])=[O:14])([CH2:23][CH2:24][CH:25]=[CH2:26])[C:18]([OH:20])=[O:19])=[O:10])[C:2]1[CH:3]=[CH:4][CH:5]=[CH:6][CH:7]=1. The yield is 0.680. (8) The reactants are [CH3:1][O:2][C:3]([C:5]1[C:6]([C:13]2[CH:18]=[CH:17][CH:16]=[CH:15][CH:14]=2)=[N:7][O:8][C:9]=1[C:10](O)=[O:11])=[O:4].N1C=CC=CC=1.N1C(F)=NC(F)=NC=1[F:27]. The catalyst is C(Cl)Cl. The product is [F:27][C:10]([C:9]1[O:8][N:7]=[C:6]([C:13]2[CH:18]=[CH:17][CH:16]=[CH:15][CH:14]=2)[C:5]=1[C:3]([O:2][CH3:1])=[O:4])=[O:11]. The yield is 0.990.